This data is from Forward reaction prediction with 1.9M reactions from USPTO patents (1976-2016). The task is: Predict the product of the given reaction. Given the reactants Br[C:2]1[CH:15]=[CH:14][C:13]2[C:12]3[C:7](=[CH:8][C:9](C4C=CC(C5C=CC6C(=CC=CC=6)C=5)=CC=4)=[CH:10][CH:11]=3)[CH:6]=[CH:5][C:4]=2[CH:3]=1.[CH3:32][CH2:33][CH2:34][CH2:35][CH2:36][CH3:37].[CH2:38]([Li])[CH2:39][CH2:40][CH3:41].C([O:46][B:47](OC(C)C)[O:48]C(C)C)(C)C.Cl.[C:57]1(C)[CH:62]=[CH:61][CH:60]=[CH:59][CH:58]=1, predict the reaction product. The product is: [CH:34]1[C:33]2[C:38](=[CH:39][CH:40]=[CH:41][CH:32]=2)[CH:37]=[CH:36][C:35]=1[C:57]1[CH:62]=[CH:61][C:60]([C:9]2[CH:8]=[C:7]3[C:12]([C:13]4[CH:14]=[CH:15][C:2]([B:47]([OH:48])[OH:46])=[CH:3][C:4]=4[CH:5]=[CH:6]3)=[CH:11][CH:10]=2)=[CH:59][CH:58]=1.